Task: Predict the product of the given reaction.. Dataset: Forward reaction prediction with 1.9M reactions from USPTO patents (1976-2016) (1) Given the reactants [C:1]([NH:8][CH2:9][CH:10]=[CH2:11])([O:3][C:4]([CH3:7])([CH3:6])[CH3:5])=[O:2].[CH2:12](O)C.Cl.[CH2:16]([NH:23][OH:24])[C:17]1[CH:22]=[CH:21][CH:20]=[CH:19][CH:18]=1.C=O, predict the reaction product. The product is: [C:4]([O:3][C:1](=[O:2])[NH:8][CH2:9][CH:10]1[O:24][N:23]([CH2:16][C:17]2[CH:22]=[CH:21][CH:20]=[CH:19][CH:18]=2)[CH2:12][CH2:11]1)([CH3:5])([CH3:6])[CH3:7]. (2) The product is: [CH2:19]([O:18][C:16]([C:15]1[S:13][C:11]([C:4]2[CH:3]=[C:2]([OH:1])[C:7]3[S:8][CH:9]=[CH:10][C:6]=3[CH:5]=2)=[N:12][C:21]=1[CH3:23])=[O:17])[CH3:20]. Given the reactants [OH:1][C:2]1[C:7]2[S:8][CH:9]=[CH:10][C:6]=2[CH:5]=[C:4]([C:11](=[S:13])[NH2:12])[CH:3]=1.Cl[CH:15]([C:21]([CH3:23])=O)[C:16]([O:18][CH2:19][CH3:20])=[O:17], predict the reaction product.